This data is from Reaction yield outcomes from USPTO patents with 853,638 reactions. The task is: Predict the reaction yield, written as a fraction of the theoretical maximum amount of product (1.0 means a 100% yield; for example, 0.34 means a 34% yield). (1) The reactants are Cl.[CH:2]([CH:15]1[C:20](=[O:21])[CH2:19][CH2:18][NH:17][CH2:16]1)([C:9]1[CH:14]=[CH:13][CH:12]=[CH:11][CH:10]=1)[C:3]1[CH:8]=[CH:7][CH:6]=[CH:5][CH:4]=1.[CH3:22][C:23]1[O:24][C:25](=[O:35])[C:26](=[CH:28][C:29]2[CH:30]=[N:31][CH:32]=[CH:33][CH:34]=2)[N:27]=1.C(N(CC)CC)C.O. The catalyst is CN(C)C=O.C(OCC)C. The product is [CH:2]([CH:15]1[C:20](=[O:21])[CH2:19][CH2:18][N:17]([C:25](/[C:26](/[NH:27][C:23](=[O:24])[CH3:22])=[CH:28]\[CH:29]2[CH2:34][CH2:33][CH2:32][NH:31][CH2:30]2)=[O:35])[CH2:16]1)([C:9]1[CH:14]=[CH:13][CH:12]=[CH:11][CH:10]=1)[C:3]1[CH:4]=[CH:5][CH:6]=[CH:7][CH:8]=1. The yield is 0.440. (2) The reactants are Br[C:2]1[CH:3]=[CH:4][C:5]2[N:6]([N:8]=[C:9]([C:11]3[CH:12]=[N:13][CH:14]=[CH:15][CH:16]=3)[N:10]=2)[CH:7]=1.[C:17](=[O:24])([O:19][C:20]([CH3:23])([CH3:22])[CH3:21])[NH2:18].C(=O)([O-])[O-].[Cs+].[Cs+].C1(P(C2C=CC=CC=2)C2C3OC4C(=CC=CC=4P(C4C=CC=CC=4)C4C=CC=CC=4)C(C)(C)C=3C=CC=2)C=CC=CC=1. The catalyst is O1CCOCC1.C1C=CC(/C=C/C(/C=C/C2C=CC=CC=2)=O)=CC=1.C1C=CC(/C=C/C(/C=C/C2C=CC=CC=2)=O)=CC=1.C1C=CC(/C=C/C(/C=C/C2C=CC=CC=2)=O)=CC=1.[Pd].[Pd]. The product is [C:20]([O:19][C:17](=[O:24])[NH:18][C:2]1[CH:3]=[CH:4][C:5]2[N:6]([N:8]=[C:9]([C:11]3[CH:12]=[N:13][CH:14]=[CH:15][CH:16]=3)[N:10]=2)[CH:7]=1)([CH3:23])([CH3:22])[CH3:21]. The yield is 0.725. (3) The reactants are [Br:1][C:2]1[N:10]=[CH:9][N:8]=[C:7]2[C:3]=1[N:4]=[CH:5][NH:6]2.O.C1(C)C=CC(S(O)(=O)=O)=CC=1.[O:23]1[CH:28]=[CH:27][CH2:26][CH2:25][CH2:24]1. The catalyst is C(Cl)(Cl)Cl. The product is [Br:1][C:2]1[N:10]=[CH:9][N:8]=[C:7]2[C:3]=1[N:4]=[CH:5][N:6]2[CH:24]1[CH2:25][CH2:26][CH2:27][CH2:28][O:23]1. The yield is 0.980.